This data is from Forward reaction prediction with 1.9M reactions from USPTO patents (1976-2016). The task is: Predict the product of the given reaction. (1) Given the reactants [CH3:1][O:2][C:3]1[C:28]([O:29][CH3:30])=[CH:27][C:6]2[N:7]([C:10]3[S:14][C:13]([C:15]([NH2:17])=O)=[C:12]([O:18][CH2:19][CH2:20][C:21]4[CH:26]=[CH:25][CH:24]=[CH:23][CH:22]=4)[CH:11]=3)[CH:8]=[N:9][C:5]=2[CH:4]=1, predict the reaction product. The product is: [CH3:1][O:2][C:3]1[C:28]([O:29][CH3:30])=[CH:27][C:6]2[N:7]([C:10]3[S:14][C:13]([C:15]#[N:17])=[C:12]([O:18][CH2:19][CH2:20][C:21]4[CH:22]=[CH:23][CH:24]=[CH:25][CH:26]=4)[CH:11]=3)[CH:8]=[N:9][C:5]=2[CH:4]=1. (2) Given the reactants Br[C:2]1[C:7]([C:8]([F:11])([F:10])[F:9])=[CH:6][C:5]([NH:12][C:13]2[N:17]=[C:16]([NH2:18])[NH:15][N:14]=2)=[CH:4][C:3]=1[Cl:19].O1CCC(CC[C:28]([NH:30][C:31]2[CH:36]=[CH:35][C:34](B3OC(C)(C)C(C)(C)O3)=[CH:33][CH:32]=2)=[O:29])CC1.C([O-])([O-])=O.[Cs+].[Cs+].[CH2:52]([OH:56])[CH2:53][CH2:54]C, predict the reaction product. The product is: [CH2:52]([O:56][C:28](=[O:29])[NH:30][C:31]1[CH:32]=[CH:33][C:34]([C:2]2[C:7]([C:8]([F:11])([F:10])[F:9])=[CH:6][C:5]([NH:12][C:13]3[N:17]=[C:16]([NH2:18])[NH:15][N:14]=3)=[CH:4][C:3]=2[Cl:19])=[CH:35][CH:36]=1)[CH2:53][CH3:54]. (3) Given the reactants Cl[C:2]1[N:7]=[C:6]([C:8]2[C:16]3[C:11](=[CH:12][CH:13]=[CH:14][CH:15]=3)[N:10]([S:17]([C:20]3[CH:25]=[CH:24][CH:23]=[CH:22][CH:21]=3)(=[O:19])=[O:18])[CH:9]=2)[C:5]([Cl:26])=[CH:4][N:3]=1.[NH2:27][C@H:28]1[CH2:33][CH2:32][C@H:31]([NH2:34])[CH2:30][CH2:29]1.CCN(C(C)C)C(C)C, predict the reaction product. The product is: [Cl:26][C:5]1[C:6]([C:8]2[C:16]3[C:11](=[CH:12][CH:13]=[CH:14][CH:15]=3)[N:10]([S:17]([C:20]3[CH:25]=[CH:24][CH:23]=[CH:22][CH:21]=3)(=[O:18])=[O:19])[CH:9]=2)=[N:7][C:2]([NH:27][C@H:28]2[CH2:33][CH2:32][C@H:31]([NH2:34])[CH2:30][CH2:29]2)=[N:3][CH:4]=1. (4) Given the reactants [CH:1]1([CH2:5][C:6](=O)[CH3:7])[CH2:4][CH2:3][CH2:2]1.[NH2:9][C:10](=[S:16])[C:11]([O:13][CH2:14][CH3:15])=[O:12].O, predict the reaction product. The product is: [CH:1]1([CH2:5][C:6]2[N:9]=[C:10]([C:11]([O:13][CH2:14][CH3:15])=[O:12])[S:16][CH:7]=2)[CH2:4][CH2:3][CH2:2]1. (5) Given the reactants F[C:2]1[CH:10]=[CH:9][C:5]([C:6]([OH:8])=[O:7])=[CH:4][C:3]=1[N+:11]([O-:13])=[O:12].[NH2:14][CH2:15][CH:16]([C:18]1[CH:23]=[CH:22][CH:21]=[CH:20][CH:19]=1)[OH:17].C(N(CC)C(C)C)(C)C, predict the reaction product. The product is: [OH:17][CH:16]([C:18]1[CH:23]=[CH:22][CH:21]=[CH:20][CH:19]=1)[CH2:15][NH:14][C:2]1[CH:10]=[CH:9][C:5]([C:6]([OH:8])=[O:7])=[CH:4][C:3]=1[N+:11]([O-:13])=[O:12].